Dataset: Reaction yield outcomes from USPTO patents with 853,638 reactions. Task: Predict the reaction yield, written as a fraction of the theoretical maximum amount of product (1.0 means a 100% yield; for example, 0.34 means a 34% yield). (1) The reactants are [N:1]12[CH2:8][CH2:7][C:4]([C:9]([C:17]3[CH:22]=[CH:21][CH:20]=[CH:19][CH:18]=3)([C:11]3[CH:16]=[CH:15][CH:14]=[CH:13][CH:12]=3)[OH:10])([CH2:5][CH2:6]1)[CH2:3][CH2:2]2.[Br:23][CH2:24][CH2:25][O:26][CH2:27][C:28]1[CH:33]=[CH:32][CH:31]=[C:30]([F:34])[CH:29]=1. The catalyst is CC#N.C(Cl)(Cl)Cl. The product is [Br-:23].[F:34][C:30]1[CH:29]=[C:28]([CH2:27][O:26][CH2:25][CH2:24][N+:1]23[CH2:6][CH2:5][C:4]([C:9]([OH:10])([C:17]4[CH:22]=[CH:21][CH:20]=[CH:19][CH:18]=4)[C:11]4[CH:12]=[CH:13][CH:14]=[CH:15][CH:16]=4)([CH2:3][CH2:2]2)[CH2:7][CH2:8]3)[CH:33]=[CH:32][CH:31]=1. The yield is 0.300. (2) The reactants are [Br:1][C:2]1[CH:7]=[CH:6][C:5]([C@@H:8]([NH:10][CH2:11][CH2:12][C:13]2([CH:18]([CH3:20])[CH3:19])OCC[O:14]2)[CH3:9])=[CH:4][CH:3]=1.Cl.C([O-])(O)=O.[Na+]. The catalyst is CO. The product is [Br:1][C:2]1[CH:3]=[CH:4][C:5]([C@@H:8]([NH:10][CH2:11][CH2:12][C:13](=[O:14])[CH:18]([CH3:20])[CH3:19])[CH3:9])=[CH:6][CH:7]=1. The yield is 0.970. (3) The reactants are COCN[C:5]([C:7]1[C:8]([NH:17][C:18]2[CH:23]=[CH:22][C:21]([Br:24])=[CH:20][C:19]=2[F:25])=[CH:9][C:10](=[O:16])[N:11]2[C:15]=1[CH2:14][CH2:13][CH2:12]2)=[O:6]. The catalyst is C1COCC1. The product is [Br:24][C:21]1[CH:22]=[CH:23][C:18]([NH:17][C:8]2[C:7]([CH:5]=[O:6])=[C:15]3[N:11]([CH2:12][CH2:13][CH2:14]3)[C:10](=[O:16])[CH:9]=2)=[C:19]([F:25])[CH:20]=1. The yield is 0.410. (4) The reactants are [OH:1][C@@H:2]([C:23]1[CH:28]=[CH:27][CH:26]=[CH:25][CH:24]=1)[CH2:3][CH2:4][N:5]1[CH2:10][CH2:9][CH:8]([C:11]2[CH:12]=[C:13]([NH:17][C:18](=[O:22])[CH:19]([CH3:21])[CH3:20])[CH:14]=[CH:15][CH:16]=2)[CH2:7][CH2:6]1.[C:29]1(O)[CH:34]=[CH:33][CH:32]=[CH:31][CH:30]=1.C1(P(C2C=CC=CC=2)C2C=CC=CC=2)C=CC=CC=1.N(C(OCC)=O)=NC(OCC)=O.N. The catalyst is C1COCC1.C(Cl)(Cl)Cl. The product is [CH3:20][CH:19]([CH3:21])[C:18]([NH:17][C:13]1[CH:14]=[CH:15][CH:16]=[C:11]([CH:8]2[CH2:9][CH2:10][N:5]([CH2:4][CH2:3][C@H:2]([O:1][C:29]3[CH:34]=[CH:33][CH:32]=[CH:31][CH:30]=3)[C:23]3[CH:24]=[CH:25][CH:26]=[CH:27][CH:28]=3)[CH2:6][CH2:7]2)[CH:12]=1)=[O:22]. The yield is 0.236.